This data is from Peptide-MHC class II binding affinity with 134,281 pairs from IEDB. The task is: Regression. Given a peptide amino acid sequence and an MHC pseudo amino acid sequence, predict their binding affinity value. This is MHC class II binding data. (1) The peptide sequence is PRRWLRFCNPELSEI. The MHC is DRB1_0701 with pseudo-sequence DRB1_0701. The binding affinity (normalized) is 0.821. (2) The MHC is DRB1_0404 with pseudo-sequence DRB1_0404. The binding affinity (normalized) is 0. The peptide sequence is DYNFVKAINA. (3) The peptide sequence is APGDSPNTDGIHIGD. The MHC is HLA-DQA10104-DQB10503 with pseudo-sequence HLA-DQA10104-DQB10503. The binding affinity (normalized) is 0. (4) The peptide sequence is SPPVVSFRETVLDKS. The MHC is DRB1_0301 with pseudo-sequence DRB1_0301. The binding affinity (normalized) is 0.105.